From a dataset of Catalyst prediction with 721,799 reactions and 888 catalyst types from USPTO. Predict which catalyst facilitates the given reaction. Reactant: [CH2:1]([O:8][C:9]1[CH:10]=[C:11]2[C:16](=[CH:17][C:18]=1[O:19][CH3:20])[CH:15]=[N:14][CH:13]([CH:21]([CH3:23])[CH3:22])[CH2:12]2)[C:2]1[CH:7]=[CH:6][CH:5]=[CH:4][CH:3]=1.C(O[CH:27]=[C:28]([C:34](=[O:36])[CH3:35])[C:29]([O:31][CH2:32][CH3:33])=[O:30])C. Product: [CH2:1]([O:8][C:9]1[C:18]([O:19][CH3:20])=[CH:17][C:16]2[CH:15]3[N:14]([CH:13]([CH:21]([CH3:23])[CH3:22])[CH2:12][C:11]=2[CH:10]=1)[CH:27]=[C:28]([C:29]([O:31][CH2:32][CH3:33])=[O:30])[C:34](=[O:36])[CH2:35]3)[C:2]1[CH:7]=[CH:6][CH:5]=[CH:4][CH:3]=1. The catalyst class is: 14.